Dataset: Retrosynthesis with 50K atom-mapped reactions and 10 reaction types from USPTO. Task: Predict the reactants needed to synthesize the given product. (1) Given the product O=C(N1CCc2ccc(Cl)c(NCc3ccc4ncccc4c3)c2CC1)C(F)(F)F, predict the reactants needed to synthesize it. The reactants are: NCc1ccc2ncccc2c1.O=C(N1CCc2ccc(Cl)c(OS(=O)(=O)C(F)(F)F)c2CC1)C(F)(F)F. (2) Given the product COCCN(CCOC)C(=O)c1cc(-c2ccc(-c3ccccc3)cc2)c(=O)n2ccc3ccsc3c12, predict the reactants needed to synthesize it. The reactants are: COCCNCCOC.O=C(O)c1cc(-c2ccc(-c3ccccc3)cc2)c(=O)n2ccc3ccsc3c12. (3) Given the product CC[C@@H](CS(=O)(=O)C(C)(C)C)N1C(=O)[C@H](CCO)O[C@H](c2cccc(Cl)c2)[C@H]1c1ccc(Cl)cc1, predict the reactants needed to synthesize it. The reactants are: CC[C@@H](CS(=O)(=O)C(C)(C)C)N1C(=O)[C@H](CC(=O)OC)O[C@H](c2cccc(Cl)c2)[C@H]1c1ccc(Cl)cc1. (4) Given the product CC(C)CCNC(=O)c1ccc(N2CCN(C(=O)c3[nH]nnc3C(F)(F)F)CC2)nn1, predict the reactants needed to synthesize it. The reactants are: CC(C)CCNC(=O)c1ccc(N2CCN(C(=O)c3c(C(F)(F)F)nnn3Cc3ccccc3)CC2)nn1. (5) Given the product COC(=O)c1ccnc(-c2ccc(O)c(C#N)c2)c1, predict the reactants needed to synthesize it. The reactants are: COC(=O)c1ccnc(-c2ccc(OCc3ccccc3)c(C#N)c2)c1.